Dataset: Full USPTO retrosynthesis dataset with 1.9M reactions from patents (1976-2016). Task: Predict the reactants needed to synthesize the given product. (1) Given the product [C:6]([O:10][C:11](=[O:47])[N:12]([CH2:34][C:35]1[C:36]([Cl:46])=[CH:37][C:38]2[S:39][CH2:40][C:41](=[O:45])[N:42]([CH3:1])[C:43]=2[N:44]=1)[CH:13]1[CH2:18][CH2:17][N:16]([CH2:19][CH2:20][N:21]2[C:30]3[C:25](=[CH:26][CH:27]=[C:28]([O:31][CH3:32])[CH:29]=3)[N:24]=[CH:23][C:22]2=[O:33])[CH2:15][CH2:14]1)([CH3:9])([CH3:7])[CH3:8], predict the reactants needed to synthesize it. The reactants are: [CH3:1]N(C)C=O.[C:6]([O:10][C:11](=[O:47])[N:12]([CH2:34][C:35]1[C:36]([Cl:46])=[CH:37][C:38]2[S:39][CH2:40][C:41](=[O:45])[NH:42][C:43]=2[N:44]=1)[CH:13]1[CH2:18][CH2:17][N:16]([CH2:19][CH2:20][N:21]2[C:30]3[C:25](=[CH:26][CH:27]=[C:28]([O:31][CH3:32])[CH:29]=3)[N:24]=[CH:23][C:22]2=[O:33])[CH2:15][CH2:14]1)([CH3:9])([CH3:8])[CH3:7].[H-].[Na+].CI. (2) The reactants are: Cl.[Cl:2][C:3]1[CH:8]=[C:7]([F:9])[CH:6]=[CH:5][C:4]=1[C:10]1[CH:11]=[C:12]([CH:17]=[CH:18][N:19]=1)[C:13]([O:15][CH3:16])=[O:14]. Given the product [ClH:2].[Cl:2][C:3]1[CH:8]=[C:7]([F:9])[CH:6]=[CH:5][C:4]=1[CH:10]1[CH2:11][CH:12]([C:13]([O:15][CH3:16])=[O:14])[CH2:17][CH2:18][NH:19]1, predict the reactants needed to synthesize it. (3) Given the product [CH3:5][O:6][C:7](=[O:23])[C:8]1[CH:13]=[CH:12][C:11]([N:14]2[CH:15]=[C:16]([CH3:17])[N:28]=[CH:19]2)=[C:10]([O:21][CH3:22])[CH:9]=1, predict the reactants needed to synthesize it. The reactants are: C(O)(=O)C.[CH3:5][O:6][C:7](=[O:23])[C:8]1[CH:13]=[CH:12][C:11]([N:14]([CH:19]=O)[CH2:15][C:16](=O)[CH3:17])=[C:10]([O:21][CH3:22])[CH:9]=1.C([O-])(=O)C.[NH4+:28]. (4) Given the product [O:1]1[CH2:6][CH2:5][O:4][CH2:3][CH:2]1[C:7]1[CH:8]=[C:9]([C:13]2([NH:16][CH2:29][CH:27]([OH:28])[CH:26]([NH:30][C:31](=[O:37])[O:32][C:33]([CH3:35])([CH3:34])[CH3:36])[CH2:25][C:20]3[CH:19]=[C:18]([F:17])[CH:23]=[C:22]([F:24])[CH:21]=3)[CH2:14][CH2:15]2)[CH:10]=[CH:11][CH:12]=1, predict the reactants needed to synthesize it. The reactants are: [O:1]1[CH2:6][CH2:5][O:4][CH2:3][CH:2]1[C:7]1[CH:8]=[C:9]([C:13]2([NH2:16])[CH2:15][CH2:14]2)[CH:10]=[CH:11][CH:12]=1.[F:17][C:18]1[CH:19]=[C:20]([CH2:25][CH:26]([NH:30][C:31](=[O:37])[O:32][C:33]([CH3:36])([CH3:35])[CH3:34])[CH:27]2[CH2:29][O:28]2)[CH:21]=[C:22]([F:24])[CH:23]=1. (5) The reactants are: [CH3:1][O:2][C:3]([C:5]1[CH:6]=[C:7]([C:18]([OH:20])=O)[CH:8]=[C:9]([C:11]2[CH:16]=[CH:15][C:14]([CH3:17])=[CH:13][CH:12]=2)[CH:10]=1)=[O:4].Cl.CN(C)CCCN=C=NCC.O.ON1C2C=CC=CC=2N=N1.[NH2:44][C@@H:45]([CH3:48])[CH2:46][OH:47].C(N(CC)C(C)C)(C)C. Given the product [OH:47][CH2:46][C@@H:45]([NH:44][C:18]([C:7]1[CH:6]=[C:5]([C:3]([O:2][CH3:1])=[O:4])[CH:10]=[C:9]([C:11]2[CH:12]=[CH:13][C:14]([CH3:17])=[CH:15][CH:16]=2)[CH:8]=1)=[O:20])[CH3:48], predict the reactants needed to synthesize it. (6) Given the product [CH3:13][C:12]1[C:8]([C:6]([OH:7])=[O:5])=[N:9][NH:10][C:11]=1[Si:14]([CH3:15])([CH3:16])[CH3:17], predict the reactants needed to synthesize it. The reactants are: [OH-].[Na+].C([O:5][C:6]([C:8]1[C:12]([CH3:13])=[C:11]([Si:14]([CH3:17])([CH3:16])[CH3:15])[NH:10][N:9]=1)=[O:7])C.Cl. (7) Given the product [CH2:1]([C@@H:6]1[CH2:8][C@@H:7]1[CH2:9][C@@H:10]1[CH2:14][C@@H:11]1[CH2:12][OH:13])[CH2:2][CH2:3][CH2:4][CH3:5], predict the reactants needed to synthesize it. The reactants are: [CH2:1]([C@H:6]1[CH2:8][C@@H:7]1[CH2:9]/[CH:10]=[CH:11]\[CH2:12][OH:13])[CH2:2][CH2:3][CH2:4][CH3:5].[CH2:14]([C@@H]1C[C@H]1C/C=C\CO)CCCC.